This data is from Catalyst prediction with 721,799 reactions and 888 catalyst types from USPTO. The task is: Predict which catalyst facilitates the given reaction. (1) Reactant: [CH3:1][O:2][CH2:3][CH2:4][O:5][C:6]1[CH:7]=[C:8]([CH:35]=[C:36]([O:38][CH2:39][CH2:40][O:41][CH3:42])[CH:37]=1)[CH2:9][N:10]1[C:18]2[C:13](=[CH:14][CH:15]=[CH:16][CH:17]=2)[C:12]([O:19][C:20]2[CH:25]=[CH:24][C:23]([C:26]([CH3:29])([CH3:28])[CH3:27])=[CH:22][CH:21]=2)=[C:11]1[C:30]([O:32]CC)=[O:31].[OH-].[Na+].Cl. Product: [CH3:42][O:41][CH2:40][CH2:39][O:38][C:36]1[CH:35]=[C:8]([CH2:9][N:10]2[C:18]3[C:13](=[CH:14][CH:15]=[CH:16][CH:17]=3)[C:12]([O:19][C:20]3[CH:21]=[CH:22][C:23]([C:26]([CH3:27])([CH3:28])[CH3:29])=[CH:24][CH:25]=3)=[C:11]2[C:30]([OH:32])=[O:31])[CH:7]=[C:6]([O:5][CH2:4][CH2:3][O:2][CH3:1])[CH:37]=1. The catalyst class is: 5. (2) Reactant: [NH:1]1[CH2:6][CH2:5][CH:4]([C:7]2[C:15]3[C:10](=[CH:11][CH:12]=[CH:13][CH:14]=3)[NH:9][CH:8]=2)[CH2:3][CH2:2]1.Cl[C:17]([O:19][CH2:20][CH3:21])=[O:18].O. Product: [CH2:20]([O:19][C:17]([N:1]1[CH2:6][CH2:5][CH:4]([C:7]2[C:15]3[C:10](=[CH:11][CH:12]=[CH:13][CH:14]=3)[NH:9][CH:8]=2)[CH2:3][CH2:2]1)=[O:18])[CH3:21]. The catalyst class is: 4.